Dataset: Forward reaction prediction with 1.9M reactions from USPTO patents (1976-2016). Task: Predict the product of the given reaction. (1) Given the reactants C([O:3][C:4](=[O:33])[CH2:5][C:6]1[CH:11]=[CH:10][C:9]([O:12][CH3:13])=[C:8]([C:14]2[C:23]([CH2:24][N:25]([C:28]([CH:30]3[CH2:32][CH2:31]3)=[O:29])[CH2:26][CH3:27])=[CH:22][C:21]3[C:16](=[CH:17][CH:18]=[CH:19][CH:20]=3)[N:15]=2)[CH:7]=1)C.[OH-].[Li+], predict the reaction product. The product is: [CH:30]1([C:28]([N:25]([CH2:24][C:23]2[C:14]([C:8]3[CH:7]=[C:6]([CH2:5][C:4]([OH:33])=[O:3])[CH:11]=[CH:10][C:9]=3[O:12][CH3:13])=[N:15][C:16]3[C:21]([CH:22]=2)=[CH:20][CH:19]=[CH:18][CH:17]=3)[CH2:26][CH3:27])=[O:29])[CH2:32][CH2:31]1. (2) Given the reactants [C:1]([N:4]1[CH2:8][C@H:7]([O:9][CH2:10][CH3:11])[C@H:6]([NH:12][C:13]2[C:18]([CH2:19][CH3:20])=[N:17][C:16]([C:21]3[CH:26]=[CH:25][C:24]([Cl:27])=[CH:23][C:22]=3[Cl:28])=[C:15]([CH2:29][CH3:30])[N:14]=2)[CH2:5]1)(=[O:3])C.ClC1C=C(Cl)C=CC=1C1N=C(CC)C(N[C@H]2[C@@H:52]([O:53]CC)CNC2)=NC=1CC.ClC(OC)=O, predict the reaction product. The product is: [Cl:28][C:22]1[CH:23]=[C:24]([Cl:27])[CH:25]=[CH:26][C:21]=1[C:16]1[N:17]=[C:18]([CH2:19][CH3:20])[C:13]([NH:12][C@H:6]2[C@@H:7]([O:9][CH2:10][CH3:11])[CH2:8][N:4]([C:1]([O:53][CH3:52])=[O:3])[CH2:5]2)=[N:14][C:15]=1[CH2:29][CH3:30]. (3) Given the reactants Cl[C:2]1[NH:3][C:4]2[CH:10]=[CH:9][CH:8]=[CH:7][C:5]=2[N:6]=1.[Cl:11][C:12]1[CH:13]=[C:14]([CH:16]=[CH:17][C:18]=1[Cl:19])[NH2:15], predict the reaction product. The product is: [N:6]1[C:5]2[CH:7]=[CH:8][CH:9]=[CH:10][C:4]=2[NH:3][C:2]=1[NH:15][C:14]1[CH:16]=[CH:17][C:18]([Cl:19])=[C:12]([Cl:11])[CH:13]=1. (4) The product is: [F:1][C:2]1[CH:3]=[C:4]2[C:9](=[C:10]([CH2:12][CH2:13][N:14]3[CH2:19][CH2:18][N:17]([C:20]4[C:24]5[CH:25]=[C:26]([F:29])[CH:27]=[CH:28][C:23]=5[S:22][N:21]=4)[CH2:16][CH2:15]3)[CH:11]=1)[N:8]([C:32](=[O:34])[CH3:33])[CH2:7][CH2:6][C:5]2([CH3:31])[CH3:30]. Given the reactants [F:1][C:2]1[CH:3]=[C:4]2[C:9](=[C:10]([CH2:12][CH2:13][N:14]3[CH2:19][CH2:18][N:17]([C:20]4[C:24]5[CH:25]=[C:26]([F:29])[CH:27]=[CH:28][C:23]=5[S:22][N:21]=4)[CH2:16][CH2:15]3)[CH:11]=1)[NH:8][CH2:7][CH2:6][C:5]2([CH3:31])[CH3:30].[C:32](Cl)(=[O:34])[CH3:33].Cl, predict the reaction product. (5) The product is: [CH3:44][O:43][C:40]1[C:39]([CH3:45])=[CH:38][N:37]=[C:36]([CH2:35][N:33]2[N:34]=[C:9]3[CH:8]=[C:7]([C:52]4[CH:53]=[N:48][CH:49]=[N:50][CH:51]=4)[C:16]4[CH2:15][S:14][N:13]=[C:12]([N:17]([C:25]([O:27][C:28]([CH3:30])([CH3:31])[CH3:29])=[O:26])[C:18]([O:20][C:21]([CH3:23])([CH3:24])[CH3:22])=[O:19])[C:11]([C:10]=43)=[N:32]2)[C:41]=1[CH3:42]. Given the reactants FC(F)(F)S(O[C:7]1[C:16]2[CH2:15][S:14][N:13]=[C:12]([N:17]([C:25]([O:27][C:28]([CH3:31])([CH3:30])[CH3:29])=[O:26])[C:18]([O:20][C:21]([CH3:24])([CH3:23])[CH3:22])=[O:19])[C:11]3=[N:32][N:33]([CH2:35][C:36]4[C:41]([CH3:42])=[C:40]([O:43][CH3:44])[C:39]([CH3:45])=[CH:38][N:37]=4)[N:34]=[C:9]([C:10]=23)[CH:8]=1)(=O)=O.[N:48]1[CH:53]=[C:52](B(O)O)[CH:51]=[N:50][CH:49]=1.C(=O)([O-])[O-].[Na+].[Na+].O, predict the reaction product. (6) Given the reactants C([O:3][C:4](=[O:25])[CH2:5][N:6]1[C:10]2([CH2:15][CH2:14][CH2:13][CH2:12][CH2:11]2)[N:9]=[C:8]([C:16]2[CH:21]=[CH:20][C:19]([O:22][CH3:23])=[CH:18][CH:17]=2)[C:7]1=[O:24])C.O.[OH-].[Na+].Cl, predict the reaction product. The product is: [CH3:23][O:22][C:19]1[CH:18]=[CH:17][C:16]([C:8]2[C:7](=[O:24])[N:6]([CH2:5][C:4]([OH:25])=[O:3])[C:10]3([CH2:15][CH2:14][CH2:13][CH2:12][CH2:11]3)[N:9]=2)=[CH:21][CH:20]=1. (7) Given the reactants [C:1]([C:5]1[CH:23]=[C:8]2[N:9]=[C:10]([CH3:22])[C:11]([CH:14]([CH2:19][CH2:20][CH3:21])[C:15]([O:17][CH3:18])=[O:16])=[C:12](Cl)[N:7]2[N:6]=1)([CH3:4])([CH3:3])[CH3:2].[CH2:24]([C:26]1[CH:31]=[CH:30][C:29](B(O)O)=[CH:28][CH:27]=1)[CH3:25].C(N(C(C)C)CC)(C)C, predict the reaction product. The product is: [C:1]([C:5]1[CH:23]=[C:8]2[N:9]=[C:10]([CH3:22])[C:11]([CH:14]([CH2:19][CH2:20][CH3:21])[C:15]([O:17][CH3:18])=[O:16])=[C:12]([C:29]3[CH:30]=[CH:31][C:26]([CH2:24][CH3:25])=[CH:27][CH:28]=3)[N:7]2[N:6]=1)([CH3:4])([CH3:3])[CH3:2].